Dataset: NCI-60 drug combinations with 297,098 pairs across 59 cell lines. Task: Regression. Given two drug SMILES strings and cell line genomic features, predict the synergy score measuring deviation from expected non-interaction effect. Drug 1: CC(C)(C#N)C1=CC(=CC(=C1)CN2C=NC=N2)C(C)(C)C#N. Drug 2: CN(CC1=CN=C2C(=N1)C(=NC(=N2)N)N)C3=CC=C(C=C3)C(=O)NC(CCC(=O)O)C(=O)O. Cell line: M14. Synergy scores: CSS=23.7, Synergy_ZIP=5.02, Synergy_Bliss=5.27, Synergy_Loewe=-3.25, Synergy_HSA=1.03.